This data is from Full USPTO retrosynthesis dataset with 1.9M reactions from patents (1976-2016). The task is: Predict the reactants needed to synthesize the given product. (1) Given the product [S:29]1[C:25]([C:2]2[N:7]=[C:6]([NH:8][C:9]3[CH:14]=[C:13]([C:15]([F:18])([F:17])[F:16])[CH:12]=[CH:11][N:10]=3)[CH:5]=[C:4]([NH2:19])[CH:3]=2)=[CH:26][N:27]=[CH:28]1, predict the reactants needed to synthesize it. The reactants are: Br[C:2]1[N:7]=[C:6]([NH:8][C:9]2[CH:14]=[C:13]([C:15]([F:18])([F:17])[F:16])[CH:12]=[CH:11][N:10]=2)[CH:5]=[C:4]([NH2:19])[CH:3]=1.C([Sn](CCCC)(CCCC)[C:25]1[S:29][CH:28]=[N:27][CH:26]=1)CCC.C1(C)C=CC=CC=1. (2) Given the product [Br:1][C:2]1[C:11]([NH2:12])=[CH:10][CH:9]=[C:8]2[C:3]=1[CH2:4][O:5][C:6]2=[O:7], predict the reactants needed to synthesize it. The reactants are: [Br:1][C:2]1[C:11]([N+:12]([O-])=O)=[CH:10][CH:9]=[C:8]2[C:3]=1[CH2:4][O:5][C:6]2=[O:7].O.N.